Dataset: In vitro SARS-CoV-2 activity screen of 1,480 approved drugs from Prestwick library. Task: Binary Classification. Given a drug SMILES string, predict its activity (active/inactive) in a high-throughput screening assay against a specified biological target. The drug is COc1ccc(OC)c(C(O)C(C)N)c1.Cl. The result is 0 (inactive).